From a dataset of Forward reaction prediction with 1.9M reactions from USPTO patents (1976-2016). Predict the product of the given reaction. (1) Given the reactants O.O.[Cl-:3].[Cl-].[CH2:5]([O:7][C:8]1[C:21]2[C:20]3[NH:19][CH2:18][CH2:17][CH2:16][C:15]=3[C:14](=[O:22])[NH:13][C:12]=2[CH:11]=[C:10]([CH2:23][N:24]2[CH2:29][CH2:28][O:27][CH2:26][CH2:25]2)[CH:9]=1)[CH3:6].O=P12OP3(OP(OP(O3)(O1)=O)(=O)O2)=O, predict the reaction product. The product is: [Cl-:3].[Cl-:3].[CH2:5]([O:7][C:8]1[C:21]2[C:20]3[NH:19][CH2:18][CH2:17][CH2:16][C:15]=3[C:14](=[O:22])[NH:13][C:12]=2[CH:11]=[C:10]([CH2:23][N:24]2[CH2:25][CH2:26][O:27][CH2:28][CH2:29]2)[CH:9]=1)[CH3:6]. (2) Given the reactants [Cl:1][C:2]1[CH:7]=[CH:6][CH:5]=[CH:4][C:3]=1[CH2:8][N:9]1[C:14](=[O:15])[C:13]([C:16]([NH:18][CH2:19][C:20]([O:22]CC)=[O:21])=[O:17])=[C:12]([OH:25])[C:11]([C:26](OC)=[O:27])=[C:10]1[OH:30].[Cl:31][C:32]1[CH:33]=[C:34]([CH:37]=[CH:38][C:39]=1[Cl:40])[CH2:35][NH2:36], predict the reaction product. The product is: [Cl:1][C:2]1[CH:7]=[CH:6][CH:5]=[CH:4][C:3]=1[CH2:8][N:9]1[C:10]([OH:30])=[C:11]([C:26]([NH:36][CH2:35][C:34]2[CH:37]=[CH:38][C:39]([Cl:40])=[C:32]([Cl:31])[CH:33]=2)=[O:27])[C:12]([OH:25])=[C:13]([C:16]([NH:18][CH2:19][C:20]([OH:22])=[O:21])=[O:17])[C:14]1=[O:15].